Dataset: Full USPTO retrosynthesis dataset with 1.9M reactions from patents (1976-2016). Task: Predict the reactants needed to synthesize the given product. (1) Given the product [C:13]1([C:12]2[O:11][C:3]3[C:4]([C:5]([OH:7])=[O:6])=[CH:8][CH:9]=[CH:10][C:2]=3[N:1]=2)[CH:18]=[CH:17][CH:16]=[CH:15][CH:14]=1, predict the reactants needed to synthesize it. The reactants are: [NH2:1][C:2]1[CH:10]=[CH:9][CH:8]=[C:4]([C:5]([OH:7])=[O:6])[C:3]=1[OH:11].[C:12](Cl)(=O)[C:13]1[CH:18]=[CH:17][CH:16]=[CH:15][CH:14]=1. (2) Given the product [Cl:34][C:31]1[CH:30]=[CH:29][C:28]([NH:27][C:24]2[N:23]=[CH:22][C:21]([CH2:20][O:1][C:2]3[CH:3]=[C:4]4[C:9](=[CH:10][CH:11]=3)[NH:8][C:7](=[O:12])[CH:6]=[CH:5]4)=[CH:26][N:25]=2)=[CH:33][CH:32]=1, predict the reactants needed to synthesize it. The reactants are: [OH:1][C:2]1[CH:3]=[C:4]2[C:9](=[CH:10][CH:11]=1)[NH:8][C:7](=[O:12])[CH:6]=[CH:5]2.C([O-])([O-])=O.[Cs+].[Cs+].Cl[CH2:20][C:21]1[CH:22]=[N:23][C:24]([NH:27][C:28]2[CH:33]=[CH:32][C:31]([Cl:34])=[CH:30][CH:29]=2)=[N:25][CH:26]=1. (3) Given the product [CH3:13][O:14][N:15]=[CH:16][C:17]1[CH:22]=[C:21]([Cl:23])[C:20]([O:24][CH2:25][C@@H:26]2[CH2:30][CH2:29][CH2:28][N:27]2[C:8]([C:7]2[C:3]([CH:2]([F:12])[F:1])=[N:4][N:5]([CH3:11])[CH:6]=2)=[O:9])=[C:19]([Cl:31])[CH:18]=1, predict the reactants needed to synthesize it. The reactants are: [F:1][CH:2]([F:12])[C:3]1[C:7]([C:8](Cl)=[O:9])=[CH:6][N:5]([CH3:11])[N:4]=1.[CH3:13][O:14][N:15]=[CH:16][C:17]1[CH:22]=[C:21]([Cl:23])[C:20]([O:24][CH2:25][C@@H:26]2[CH2:30][CH2:29][CH2:28][NH:27]2)=[C:19]([Cl:31])[CH:18]=1.C(N(CC)CC)C. (4) Given the product [Cl:33][C:30]1[CH:29]=[CH:28][C:27]([C@@:23]2([OH:26])[CH2:24][CH2:25][N:20]([C:18](=[O:19])[C@H:3]([NH:2][C:41]([CH:36]3[CH2:40][CH2:39][CH2:38][CH2:37]3)=[O:42])[CH2:4][CH2:5][CH2:6][NH:7][C:8](=[O:17])[O:9][CH2:10][C:11]3[CH:12]=[CH:13][CH:14]=[CH:15][CH:16]=3)[CH2:21][C:22]2([CH3:35])[CH3:34])=[CH:32][CH:31]=1, predict the reactants needed to synthesize it. The reactants are: Cl.[NH2:2][C@@H:3]([C:18]([N:20]1[CH2:25][CH2:24][C@@:23]([C:27]2[CH:32]=[CH:31][C:30]([Cl:33])=[CH:29][CH:28]=2)([OH:26])[C:22]([CH3:35])([CH3:34])[CH2:21]1)=[O:19])[CH2:4][CH2:5][CH2:6][NH:7][C:8](=[O:17])[O:9][CH2:10][C:11]1[CH:16]=[CH:15][CH:14]=[CH:13][CH:12]=1.[CH:36]1([C:41](Cl)=[O:42])[CH2:40][CH2:39][CH2:38][CH2:37]1.CCN(C(C)C)C(C)C. (5) Given the product [Cl:30][C:20]1[C:19]([Cl:18])=[CH:24][CH:23]=[C:22]([N+:25]([O-:27])=[O:26])[C:21]=1[CH2:28][NH2:11], predict the reactants needed to synthesize it. The reactants are: C(=O)([O-])[O-].[K+].[K+].C1(=O)[NH:11]C(=O)C2=CC=CC=C12.[Cl:18][C:19]1[CH:24]=[CH:23][C:22]([N+:25]([O-:27])=[O:26])=[C:21]([CH2:28]Cl)[C:20]=1[Cl:30]. (6) Given the product [P:73]([O:56][CH2:55][CH2:54][N:20]([CH:17]1[CH2:18][CH2:19]1)[CH2:21][CH2:22][CH2:23][O:24][C:25]1[CH:34]=[C:33]2[C:28]([C:29]([NH:35][C:36]3[CH:40]=[C:39]([CH2:41][C:42]([NH:44][C:45]4[CH:50]=[CH:49][CH:48]=[C:47]([F:51])[CH:46]=4)=[O:43])[NH:38][N:37]=3)=[N:30][CH:31]=[N:32]2)=[CH:27][C:26]=1[O:52][CH3:53])([O:80][C:13]([CH3:14])([CH3:15])[CH3:16])([O:77][C:64]([CH3:70])([CH3:69])[CH3:65])=[O:74], predict the reactants needed to synthesize it. The reactants are: [C:13](P([C:13]([CH3:16])([CH3:15])[CH3:14])(N(CC)CC)([O-])[O-])([CH3:16])([CH3:15])[CH3:14].[CH:17]1([N:20]([CH2:54][CH2:55][OH:56])[CH2:21][CH2:22][CH2:23][O:24][C:25]2[CH:34]=[C:33]3[C:28]([C:29]([NH:35][C:36]4[CH:40]=[C:39]([CH2:41][C:42]([NH:44][C:45]5[CH:50]=[CH:49][CH:48]=[C:47]([F:51])[CH:46]=5)=[O:43])[NH:38][N:37]=4)=[N:30][CH:31]=[N:32]3)=[CH:27][C:26]=2[O:52][CH3:53])[CH2:19][CH2:18]1.N1C=NN=N1.[O-]O.[C:64]1([CH:70](C)C)[CH:69]=CC=C[CH:65]=1.[P:73]([O:80]CC)([O:77]CC)[O:74]CC. (7) Given the product [Cl:1][C:2]1[N:19]=[C:5]2[C:6]([C:10]#[C:11][C:12]3[CH:17]=[CH:16][CH:15]=[CH:14][C:13]=3[NH:18][S:30]([CH3:29])(=[O:32])=[O:31])=[CH:7][CH:8]=[CH:9][N:4]2[N:3]=1, predict the reactants needed to synthesize it. The reactants are: [Cl:1][C:2]1[N:19]=[C:5]2[C:6]([C:10]#[C:11][C:12]3[CH:17]=[CH:16][CH:15]=[CH:14][C:13]=3[NH2:18])=[CH:7][CH:8]=[CH:9][N:4]2[N:3]=1.C(N(CC)C(C)C)(C)C.[CH3:29][S:30](Cl)(=[O:32])=[O:31].Cl.[F-].C([N+](CCCC)(CCCC)CCCC)CCC.O1CCCC1. (8) The reactants are: [CH3:1][O:2][C:3]1[CH:4]=[C:5]2[C:10](=[CH:11][C:12]=1[O:13][CH3:14])[N:9]=[CH:8][CH:7]=[C:6]2[O:15][C:16]1[CH:21]=[CH:20][C:19]([NH2:22])=[CH:18][C:17]=1[CH:23]([CH3:25])[CH3:24].[F:26][C:27]1[CH:32]=[CH:31][C:30]([N:33]2[C:38](=[O:39])[C:37]([C:40](O)=[O:41])=[CH:36][N:35]([CH:43]([CH3:45])[CH3:44])[C:34]2=[O:46])=[CH:29][CH:28]=1. Given the product [CH3:1][O:2][C:3]1[CH:4]=[C:5]2[C:10](=[CH:11][C:12]=1[O:13][CH3:14])[N:9]=[CH:8][CH:7]=[C:6]2[O:15][C:16]1[CH:21]=[CH:20][C:19]([NH:22][C:40]([C:37]2[C:38](=[O:39])[N:33]([C:30]3[CH:29]=[CH:28][C:27]([F:26])=[CH:32][CH:31]=3)[C:34](=[O:46])[N:35]([CH:43]([CH3:45])[CH3:44])[CH:36]=2)=[O:41])=[CH:18][C:17]=1[CH:23]([CH3:25])[CH3:24], predict the reactants needed to synthesize it. (9) Given the product [Cl:24][C:3]1[CH:4]=[C:5]([C:8]([C:10]2[CH:15]=[N:14][C:13]([CH3:16])=[C:12]3[O:17][C:18]([CH3:22])([CH3:21])[O:19][CH2:20][C:11]=23)=[O:9])[CH:6]=[CH:7][C:2]=1[F:1], predict the reactants needed to synthesize it. The reactants are: [F:1][C:2]1[CH:7]=[CH:6][C:5]([CH:8]([C:10]2[CH:15]=[N:14][C:13]([CH3:16])=[C:12]3[O:17][C:18]([CH3:22])([CH3:21])[O:19][CH2:20][C:11]=23)[OH:9])=[CH:4][CH:3]=1.C(Cl)(Cl)[Cl:24]. (10) Given the product [C:1]([O:5][C:6](=[O:17])[NH:7][C:8]1[CH:13]=[C:12]([CH3:14])[C:11]([Cl:15])=[CH:10][C:9]=1[NH:16][C:23](=[O:22])[CH2:24][C:25](=[O:46])[C:26]1[CH:31]=[CH:30][CH:29]=[C:28]([C:32]2[CH:37]=[CH:36][N:35]=[C:34]([CH2:38][O:39][CH:40]3[CH2:45][CH2:44][CH2:43][CH2:42][O:41]3)[CH:33]=2)[CH:27]=1)([CH3:4])([CH3:2])[CH3:3], predict the reactants needed to synthesize it. The reactants are: [C:1]([O:5][C:6](=[O:17])[NH:7][C:8]1[CH:13]=[C:12]([CH3:14])[C:11]([Cl:15])=[CH:10][C:9]=1[NH2:16])([CH3:4])([CH3:3])[CH3:2].C([O:22][C:23](=O)[CH2:24][C:25](=[O:46])[C:26]1[CH:31]=[CH:30][CH:29]=[C:28]([C:32]2[CH:37]=[CH:36][N:35]=[C:34]([CH2:38][O:39][CH:40]3[CH2:45][CH2:44][CH2:43][CH2:42][O:41]3)[CH:33]=2)[CH:27]=1)(C)(C)C.